This data is from Catalyst prediction with 721,799 reactions and 888 catalyst types from USPTO. The task is: Predict which catalyst facilitates the given reaction. (1) Reactant: [CH3:1][CH:2]1[CH2:7][CH:6]([C:8]([O:10]C)=[O:9])[CH2:5][CH2:4][N:3]1[C:12]([O:14][C:15]([CH3:18])([CH3:17])[CH3:16])=[O:13].[OH-].[Na+].O.Cl. Product: [C:15]([O:14][C:12]([N:3]1[CH2:4][CH2:5][CH:6]([C:8]([OH:10])=[O:9])[CH2:7][CH:2]1[CH3:1])=[O:13])([CH3:18])([CH3:16])[CH3:17]. The catalyst class is: 36. (2) Reactant: OC1C=C(C2C=NC=CC=2)OC2(CCN([C:10]([C:12]3[CH:17]=[CH:16][C:15]([O:18][CH:19]([CH3:21])[CH3:20])=[C:14]([CH3:22])[CH:13]=3)=[O:11])CC2)C1. Product: [CH:19]([O:18][C:15]1[CH:16]=[CH:17][C:12]([CH:10]=[O:11])=[CH:13][C:14]=1[CH3:22])([CH3:21])[CH3:20]. The catalyst class is: 29. (3) Reactant: C(OC(=O)[NH:7][CH:8]([C:10]1[N:14]([C:15]2[CH:20]=[C:19]([F:21])[CH:18]=[C:17]([F:22])[CH:16]=2)[C:13]2[CH:23]=[C:24]([F:28])[CH:25]=[C:26]([F:27])[C:12]=2[N:11]=1)[CH3:9])(C)(C)C.C(=O)(O)[O-].[Na+]. Product: [F:21][C:19]1[CH:20]=[C:15]([N:14]2[C:13]3[CH:23]=[C:24]([F:28])[CH:25]=[C:26]([F:27])[C:12]=3[N:11]=[C:10]2[CH:8]([NH2:7])[CH3:9])[CH:16]=[C:17]([F:22])[CH:18]=1. The catalyst class is: 33.